Dataset: Forward reaction prediction with 1.9M reactions from USPTO patents (1976-2016). Task: Predict the product of the given reaction. (1) Given the reactants [CH:1]1[CH:2]=[C:3]([N:9]2[CH2:14][CH2:13][N:12]([CH2:15][CH2:16][CH2:17][CH2:18][O:19][C:20]3[CH:21]=[CH:22][C:23]4[CH2:30][CH2:29][C:27](=[O:28])[NH:26][C:24]=4[CH:25]=3)[CH2:11][CH2:10]2)[C:4]([Cl:8])=[C:5]([Cl:7])[CH:6]=1.[CH2:31]([N:38]([CH2:42][C:43]1[CH:48]=[CH:47][CH:46]=[CH:45][CH:44]=1)[C:39](Cl)=[O:40])[C:32]1[CH:37]=[CH:36][CH:35]=[CH:34][CH:33]=1.CC1CCCO1, predict the reaction product. The product is: [CH2:42]([N:38]([CH2:31][C:32]1[CH:37]=[CH:36][CH:35]=[CH:34][CH:33]=1)[C:39](=[O:40])[O:28][C:27]1[CH2:29][CH2:30][C:23]2[C:24](=[CH:25][C:20]([O:19][CH2:18][CH2:17][CH2:16][CH2:15][N:12]3[CH2:13][CH2:14][N:9]([C:3]4[CH:2]=[CH:1][CH:6]=[C:5]([Cl:7])[C:4]=4[Cl:8])[CH2:10][CH2:11]3)=[CH:21][CH:22]=2)[N:26]=1)[C:43]1[CH:44]=[CH:45][CH:46]=[CH:47][CH:48]=1. (2) Given the reactants [CH2:1]([O:8][C:9]1[CH:30]=[CH:29][C:12]([CH2:13][N:14]([N:24]2[CH:28]=[N:27][N:26]=[CH:25]2)[C:15]2[CH:22]=[CH:21][C:18]([C:19]#[N:20])=[C:17](Br)[CH:16]=2)=[CH:11][CH:10]=1)[C:2]1[CH:7]=[CH:6][CH:5]=[CH:4][CH:3]=1.[C:31]([C:33]1[CH:38]=[CH:37][C:36](B(O)O)=[CH:35][CH:34]=1)#[N:32].C(COC)OC.C([O-])([O-])=O.[Na+].[Na+], predict the reaction product. The product is: [CH2:1]([O:8][C:9]1[CH:30]=[CH:29][C:12]([CH2:13][N:14]([N:24]2[CH:28]=[N:27][N:26]=[CH:25]2)[C:15]2[CH:16]=[C:17]([C:36]3[CH:37]=[CH:38][C:33]([C:31]#[N:32])=[CH:34][CH:35]=3)[C:18]([C:19]#[N:20])=[CH:21][CH:22]=2)=[CH:11][CH:10]=1)[C:2]1[CH:7]=[CH:6][CH:5]=[CH:4][CH:3]=1. (3) Given the reactants [Cl:1][C:2]1[N:7]=[C:6]([C:8]([F:11])([F:10])[F:9])[C:5]2[C:12](=[O:15])[NH:13][NH:14][C:4]=2[CH:3]=1.[C:16](Cl)([C:29]1[CH:34]=[CH:33][CH:32]=[CH:31][CH:30]=1)([C:23]1[CH:28]=[CH:27][CH:26]=[CH:25][CH:24]=1)[C:17]1[CH:22]=[CH:21][CH:20]=[CH:19][CH:18]=1.[H-].[Na+].[C:38](=O)([O-])[O-].[K+].[K+].CI, predict the reaction product. The product is: [Cl:1][C:2]1[N:7]=[C:6]([C:8]([F:10])([F:11])[F:9])[C:5]2[C:12]([O:15][CH3:38])=[N:13][N:14]([C:16]([C:29]3[CH:34]=[CH:33][CH:32]=[CH:31][CH:30]=3)([C:23]3[CH:28]=[CH:27][CH:26]=[CH:25][CH:24]=3)[C:17]3[CH:22]=[CH:21][CH:20]=[CH:19][CH:18]=3)[C:4]=2[CH:3]=1.